From a dataset of Full USPTO retrosynthesis dataset with 1.9M reactions from patents (1976-2016). Predict the reactants needed to synthesize the given product. The reactants are: CO[C:3]1[CH:4]=[C:5]2[C:10](=[CH:11][C:12]=1OC)[CH:9]=[N:8][CH2:7][CH2:6]2.[CH3:15]C1CC2C(=CC=CC=2)C=N1.CC1C2C(=CC=CC=2)CCN=1.C(C1C2C(=CC=CC=2)CCN=1)C1C=CC=CC=1.CC1(C)CC2C(=CC=CC=2)C=N1.C1C2C(=CC=CC=2)CCN=1.C(C1C=C2C(CCN=C2)=CC=1)(C)(C)C.CC1(C)C2C(=CC=CC=2)C=NC1.C1(C2C3C(=CC=CC=3)C=NC2)C=CC=CC=1.C(C1(C2C=CC=CC=2)C2C(=CC=CC=2)C=NC1)CCC. Given the product [CH3:15][C:12]1[CH:11]=[C:10]2[C:5]([CH2:6][CH2:7][N:8]=[CH:9]2)=[CH:4][CH:3]=1, predict the reactants needed to synthesize it.